From a dataset of Full USPTO retrosynthesis dataset with 1.9M reactions from patents (1976-2016). Predict the reactants needed to synthesize the given product. (1) Given the product [O:28]=[C:15]1[CH2:14][CH2:13][CH:12]=[CH:11][CH2:10][C@@H:9]([NH:8][C:36](=[O:40])[CH:37]([CH3:39])[CH3:38])[C:20](=[O:21])[O:19][CH2:18][C@@H:17]([C:22]2[CH:27]=[CH:26][CH:25]=[CH:24][CH:23]=2)[NH:16]1, predict the reactants needed to synthesize it. The reactants are: C(O)(C(F)(F)F)=O.[NH2:8][C@H:9]1[C:20](=[O:21])[O:19][CH2:18][C@@H:17]([C:22]2[CH:27]=[CH:26][CH:25]=[CH:24][CH:23]=2)[NH:16][C:15](=[O:28])[CH2:14][CH2:13][CH:12]=[CH:11][CH2:10]1.C(N(CC)CC)C.[C:36](O[C:36](=[O:40])[CH:37]([CH3:39])[CH3:38])(=[O:40])[CH:37]([CH3:39])[CH3:38]. (2) Given the product [CH2:1]([N:3]([CH:4]1[CH2:19][CH2:18][C:7]2([CH2:8][NH:9][CH2:10]2)[CH2:6][CH2:5]1)[C:20]1[C:35]2[CH2:34][CH:33]=[CH:32][CH2:31][CH2:30][C:29]3[CH:36]=[C:37]([CH3:42])[NH:38][C:39](=[O:40])[C:28]=3[CH2:27][NH:26][C:25](=[O:43])[C:24]=2[CH:23]=[CH:22][CH:21]=1)[CH3:2], predict the reactants needed to synthesize it. The reactants are: [CH2:1]([N:3]([C:20]1[C:35]2[CH2:34][CH:33]=[CH:32][CH2:31][CH2:30][C:29]3[CH:36]=[C:37]([CH3:42])[N:38]=[C:39]([O:40]C)[C:28]=3[CH2:27][NH:26][C:25](=[O:43])[C:24]=2[CH:23]=[CH:22][CH:21]=1)[CH:4]1[CH2:19][CH2:18][C:7]2([CH2:10][N:9](C(OC(C)(C)C)=O)[CH2:8]2)[CH2:6][CH2:5]1)[CH3:2].Cl. (3) Given the product [ClH:21].[Cl:21][C:17]1[C:18]2[CH2:19][O:20][C@:10]3([CH3:25])[C@H:11]([C:13]=2[CH:14]=[CH:15][C:16]=1[C:22]([CH3:24])=[CH2:23])[CH2:12][NH:8][CH2:9]3, predict the reactants needed to synthesize it. The reactants are: C([N:8]1[CH2:12][C@H:11]2[C:13]3[CH:14]=[CH:15][C:16]([C:22]([CH3:24])=[CH2:23])=[C:17]([Cl:21])[C:18]=3[CH2:19][O:20][C@@:10]2([CH3:25])[CH2:9]1)C1C=CC=CC=1.ClC(OC(Cl)C)=O.CO. (4) Given the product [Cl:8][C:6]1[N:5]=[N:4][C:3]([O:20][C:14]2[C:15]([CH3:19])=[CH:16][CH:17]=[CH:18][C:13]=2[CH:10]2[CH2:11][CH2:12]2)=[C:2]([OH:1])[CH:7]=1, predict the reactants needed to synthesize it. The reactants are: [OH:1][C:2]1[CH:7]=[C:6]([Cl:8])[N:5]=[N:4][C:3]=1Cl.[CH:10]1([C:13]2[CH:18]=[CH:17][CH:16]=[C:15]([CH3:19])[C:14]=2[OH:20])[CH2:12][CH2:11]1.COC1C=CC=CC=1OC.[OH-].[K+].Cl. (5) Given the product [O:3]1[C:7]2[CH:8]=[CH:9][CH:10]=[CH:11][C:6]=2[N:5]=[C:4]1[N:12]1[CH2:17][CH2:16][CH2:15][CH2:14][C@H:13]1[C:18]([OH:20])=[O:19], predict the reactants needed to synthesize it. The reactants are: [OH-].[Li+].[O:3]1[C:7]2[CH:8]=[CH:9][CH:10]=[CH:11][C:6]=2[N:5]=[C:4]1[N:12]1[CH2:17][CH2:16][CH2:15][CH2:14][C@H:13]1[C:18]([O:20]C)=[O:19].